Dataset: Choline transporter screen with 302,306 compounds. Task: Binary Classification. Given a drug SMILES string, predict its activity (active/inactive) in a high-throughput screening assay against a specified biological target. (1) The result is 0 (inactive). The compound is OC(CNC1CCCc2c1cccc2)COc1ccc(cc1)C(=O)c1ccccc1. (2) The drug is O(c1ccc(n2nnnc2)cc1)CC(=O)N. The result is 0 (inactive). (3) The compound is Clc1c(nc(S(=O)(=O)C)nc1)C(=O)/C=C1\N(c2c(C1(C)C)cccc2)C. The result is 1 (active). (4) The compound is o1nc(c(C(=O)NCc2ccc(cc2)C)c1C)c1ccccc1. The result is 0 (inactive). (5) The compound is S(=O)(=O)(Nc1c(C(=O)NCc2c(OC)cccc2)cccc1)C. The result is 0 (inactive). (6) The molecule is Clc1cc(C(=O)c2cc3c(n(nc3C)c3ccccc3)nc2)c(O)cc1. The result is 0 (inactive). (7) The molecule is O=C1N(C(c2ccccc2)C)C(=O)c2c1cc(cc2)C(=O)Nc1c(cccc1)C(O)=O. The result is 0 (inactive). (8) The drug is S(CC(=O)N1CCN(CC1)c1ccccc1)c1nc2c(nc1N1CCOCC1)cccc2. The result is 0 (inactive).